From a dataset of Peptide-MHC class I binding affinity with 185,985 pairs from IEDB/IMGT. Regression. Given a peptide amino acid sequence and an MHC pseudo amino acid sequence, predict their binding affinity value. This is MHC class I binding data. (1) The peptide sequence is RMYIFFASF. The MHC is HLA-A24:02 with pseudo-sequence HLA-A24:02. The binding affinity (normalized) is 0.569. (2) The peptide sequence is KEKGGLDGL. The MHC is HLA-A02:01 with pseudo-sequence HLA-A02:01. The binding affinity (normalized) is 0.